The task is: Predict the product of the given reaction.. This data is from Forward reaction prediction with 1.9M reactions from USPTO patents (1976-2016). (1) Given the reactants [CH:1]12P[CH:5]([CH2:6][CH2:7][CH2:8]1)[CH2:4][CH2:3][CH2:2]2.[C:10](O)(=O)C, predict the reaction product. The product is: [CH3:10][CH2:2][CH2:3][CH2:4][CH2:5][CH2:6][CH2:7][CH2:8][CH3:1]. (2) The product is: [CH3:1][C:2]([CH3:37])([CH3:36])[C:3]([NH:5][C:6]1[CH:7]=[C:8]([C:13]2[N:14]=[C:15]3[N:20]([CH:21]=2)[N:19]=[C:18]([NH:22][C:23](=[O:24])[C:25]2[CH:30]=[CH:29][CH:28]=[C:27]([CH:31]=[CH:32][C:33](=[O:34])[NH:45][O:44][CH:39]4[CH2:40][CH2:41][CH2:42][CH2:43][O:38]4)[CH:26]=2)[CH:17]=[CH:16]3)[CH:9]=[CH:10][C:11]=1[CH3:12])=[O:4]. Given the reactants [CH3:1][C:2]([CH3:37])([CH3:36])[C:3]([NH:5][C:6]1[CH:7]=[C:8]([C:13]2[N:14]=[C:15]3[N:20]([CH:21]=2)[N:19]=[C:18]([NH:22][C:23]([C:25]2[CH:26]=[C:27]([CH:31]=[CH:32][C:33](O)=[O:34])[CH:28]=[CH:29][CH:30]=2)=[O:24])[CH:17]=[CH:16]3)[CH:9]=[CH:10][C:11]=1[CH3:12])=[O:4].[O:38]1[CH2:43][CH2:42][CH2:41][CH2:40][CH:39]1[O:44][NH2:45].C(N(CC)CC)C.F[P-](F)(F)(F)(F)F.N1(O[P+](N(C)C)(N(C)C)N(C)C)C2C=CC=CC=2N=N1, predict the reaction product. (3) Given the reactants [CH2:1]([CH:3]([N:6]1[C:10]2=[N:11][C:12](C)=[C:13]([O:15][S:16]([C:19]([F:22])([F:21])[F:20])(=[O:18])=[O:17])[N:14]=[C:9]2[C:8]([CH3:24])=[N:7]1)[CH2:4][CH3:5])[CH3:2].[CH2:25]([CH:27]([N:30]1[C:34]2=[N:35][C:36]([NH:40][CH3:41])=[C:37]([OH:39])[N:38]=[C:33]2[C:32]([CH3:42])=[N:31]1)[CH2:28][CH3:29])[CH3:26].[S:43](O[S:43]([C:46]([F:49])([F:48])[F:47])(=[O:45])=[O:44])([C:46]([F:49])([F:48])[F:47])(=[O:45])=[O:44], predict the reaction product. The product is: [CH2:1]([CH:3]([N:6]1[C:10]2=[N:11][C:12]([NH:30][CH3:27])=[C:13]([O:15][S:16]([C:19]([F:20])([F:21])[F:22])(=[O:17])=[O:18])[N:14]=[C:9]2[C:8]([CH3:24])=[N:7]1)[CH2:4][CH3:5])[CH3:2].[CH2:25]([CH:27]([N:30]1[C:34]2=[N:35][C:36]([N:40]([CH3:41])[S:43]([C:46]([F:49])([F:48])[F:47])(=[O:45])=[O:44])=[C:37]([O:39][S:16]([C:19]([F:22])([F:21])[F:20])(=[O:18])=[O:17])[N:38]=[C:33]2[C:32]([CH3:42])=[N:31]1)[CH2:28][CH3:29])[CH3:26]. (4) Given the reactants Cl.[N:2]12[CH2:9][CH2:8][CH:5]([CH2:6][CH2:7]1)[CH:4]([C:10]([OH:12])=[O:11])[CH2:3]2.C(Cl)CCl.C1C=CC2N(O)N=NC=2C=1.[C:27]1([CH:33]([C:35]2[CH:40]=[CH:39][CH:38]=[CH:37][CH:36]=2)O)[CH:32]=[CH:31][CH:30]=[CH:29][CH:28]=1.CCN(C(C)C)C(C)C.C([O-])(O)=O.[Na+], predict the reaction product. The product is: [N:2]12[CH2:9][CH2:8][CH:5]([CH2:6][CH2:7]1)[CH:4]([C:10]([O:12][CH:33]([C:27]1[CH:32]=[CH:31][CH:30]=[CH:29][CH:28]=1)[C:35]1[CH:40]=[CH:39][CH:38]=[CH:37][CH:36]=1)=[O:11])[CH2:3]2. (5) Given the reactants [CH3:1][O:2][C:3]1[CH:4]=[C:5]2[C:10](=[CH:11][CH:12]=1)[O:9][C:8](=[O:13])[CH:7]=[C:6]2[NH:14][CH:15]1[CH2:20][CH2:19][NH:18][CH2:17][CH2:16]1.[NH:21]1[C:29]2[C:24](=[CH:25][C:26]([CH:30]=O)=[CH:27][CH:28]=2)[CH:23]=[CH:22]1.[H-].[Na+].[CH3:34]I, predict the reaction product. The product is: [CH3:1][O:2][C:3]1[CH:4]=[C:5]2[C:10](=[CH:11][CH:12]=1)[O:9][C:8](=[O:13])[CH:7]=[C:6]2[N:14]([CH:15]1[CH2:20][CH2:19][N:18]([CH2:30][C:26]2[CH:25]=[C:24]3[C:29](=[CH:28][CH:27]=2)[NH:21][CH:22]=[CH:23]3)[CH2:17][CH2:16]1)[CH3:34]. (6) Given the reactants [F:1][C:2]1[CH:7]=[C:6]([F:8])[CH:5]=[CH:4][C:3]=1[C:9]1([C:12]([F:21])([F:20])[C:13]2[N:18]=[CH:17][C:16]([OH:19])=[CH:15][CH:14]=2)[CH2:11][O:10]1.Cl[C:23]1[CH:28]=[CH:27][C:26]([C:29]([F:32])([F:31])[F:30])=[CH:25][N:24]=1.C(=O)([O-])[O-].[Cs+].[Cs+].N#N, predict the reaction product. The product is: [F:1][C:2]1[CH:7]=[C:6]([F:8])[CH:5]=[CH:4][C:3]=1[C:9]1([C:12]([F:20])([F:21])[C:13]2[CH:14]=[CH:15][C:16]([O:19][C:23]3[CH:28]=[CH:27][C:26]([C:29]([F:32])([F:31])[F:30])=[CH:25][N:24]=3)=[CH:17][N:18]=2)[CH2:11][O:10]1.